This data is from Forward reaction prediction with 1.9M reactions from USPTO patents (1976-2016). The task is: Predict the product of the given reaction. (1) Given the reactants [N+:1]([C:4]1[CH:5]=[CH:6][CH:7]=[C:8]2[C:13]=1[N:12]=[CH:11][C:10]([OH:14])=[CH:9]2)([O-:3])=[O:2].[F:15][CH:16](F)[CH2:17]OS(C)(=O)=O.C(=O)([O-])[O-].[K+].[K+].C(=O)([O-])[O-].[Na+].[Na+], predict the reaction product. The product is: [F:15][CH2:16][CH2:17][O:14][C:10]1[CH:11]=[N:12][C:13]2[C:8]([CH:9]=1)=[CH:7][CH:6]=[CH:5][C:4]=2[N+:1]([O-:3])=[O:2]. (2) Given the reactants [Br:1][C:2]1[CH:7]=[CH:6][C:5]([Cl:8])=[CH:4][C:3]=1[CH2:9][CH2:10][OH:11].[H-].[Na+].S(OC)(O[CH3:18])(=O)=O, predict the reaction product. The product is: [Br:1][C:2]1[CH:7]=[CH:6][C:5]([Cl:8])=[CH:4][C:3]=1[CH2:9][CH2:10][O:11][CH3:18]. (3) Given the reactants [N+:1]([C:4]1[CH:5]=[C:6]([N:10]([CH2:13][C:14](=O)[CH3:15])[CH:11]=O)[CH:7]=[CH:8][CH:9]=1)([O-:3])=[O:2].C([O-])(=O)C.[NH4+:21].C(O)(=O)C, predict the reaction product. The product is: [CH3:15][C:14]1[N:21]=[CH:11][N:10]([C:6]2[CH:7]=[CH:8][CH:9]=[C:4]([N+:1]([O-:3])=[O:2])[CH:5]=2)[CH:13]=1. (4) Given the reactants C1(N=C=NC2CCCCC2)CCCCC1.[C:16]([NH:23][C@H:24]([C:28]([OH:30])=[O:29])[CH:25]([CH3:27])[CH3:26])([O:18][C:19]([CH3:22])([CH3:21])[CH3:20])=[O:17].[C:31]([C:34]([CH3:71])([CH3:70])[CH2:35][NH:36][C:37](=[O:69])[C@H:38]([CH:66]([CH3:68])[CH3:67])[CH2:39][C@H:40](O)[C@@H:41]([N:62]=[N+:63]=[N-:64])[CH2:42][C@H:43]([CH2:47][C:48]1[CH:53]=[CH:52][C:51]([O:54][CH3:55])=[C:50]([O:56][CH2:57][CH2:58][CH2:59][O:60][CH3:61])[CH:49]=1)[CH:44]([CH3:46])[CH3:45])(=[O:33])[NH2:32].C([O-])(O)=O.[Na+], predict the reaction product. The product is: [N:62]([C@@H:41]([CH2:42][C@H:43]([CH2:47][C:48]1[CH:53]=[CH:52][C:51]([O:54][CH3:55])=[C:50]([O:56][CH2:57][CH2:58][CH2:59][O:60][CH3:61])[CH:49]=1)[CH:44]([CH3:45])[CH3:46])[C@@H:40]([O:29][C:28](=[O:30])[C@@H:24]([NH:23][C:16]([O:18][C:19]([CH3:20])([CH3:22])[CH3:21])=[O:17])[CH:25]([CH3:26])[CH3:27])[CH2:39][C@H:38]([C:37](=[O:69])[NH:36][CH2:35][C:34]([C:31](=[O:33])[NH2:32])([CH3:70])[CH3:71])[CH:66]([CH3:67])[CH3:68])=[N+:63]=[N-:64]. (5) Given the reactants C([O:3][C:4]([C:6]1[NH:7][C:8]2[C:13]([CH:14]=1)=[CH:12][C:11]([C:15](=[O:27])[NH:16][CH2:17][CH2:18][NH:19][C:20]([O:22][C:23]([CH3:26])([CH3:25])[CH3:24])=[O:21])=[CH:10][CH:9]=2)=[O:5])C.[OH-].[Na+], predict the reaction product. The product is: [C:23]([O:22][C:20]([NH:19][CH2:18][CH2:17][NH:16][C:15]([C:11]1[CH:12]=[C:13]2[C:8](=[CH:9][CH:10]=1)[NH:7][C:6]([C:4]([OH:5])=[O:3])=[CH:14]2)=[O:27])=[O:21])([CH3:26])([CH3:24])[CH3:25]. (6) Given the reactants [CH3:1][O:2][C:3]1[CH:8]=[C:7]([O:9][CH3:10])[CH:6]=[C:5]([NH2:11])[C:4]=1[NH2:12].CO[C:15]1C(OC)=C[C:18]2[NH:19][C:20](CCCNC)=N[C:17]=2[CH:16]=1, predict the reaction product. The product is: [CH3:1][O:2][C:3]1[C:4]2[N:12]=[C:15]([CH2:16][CH2:17][CH2:18][NH:19][CH3:20])[NH:11][C:5]=2[CH:6]=[C:7]([O:9][CH3:10])[CH:8]=1. (7) Given the reactants [CH3:1][O:2][C:3]1[CH:17]=[CH:16][C:6]([CH2:7][N:8]2[N:12]=[N:11][C:10]([C:13](O)=[O:14])=[N:9]2)=[CH:5][CH:4]=1.O=S(Cl)[Cl:20], predict the reaction product. The product is: [CH3:1][O:2][C:3]1[CH:17]=[CH:16][C:6]([CH2:7][N:8]2[N:12]=[N:11][C:10]([C:13]([Cl:20])=[O:14])=[N:9]2)=[CH:5][CH:4]=1. (8) Given the reactants [CH2:1]([N:4]([C:8]1[C:17]([CH:18]=[CH2:19])=[C:16]2[C:11]([C:12](=[O:30])[N:13]([C:23]3[CH:28]=[CH:27][C:26]([Cl:29])=[CH:25][CH:24]=3)[C:14]([CH:20]([CH3:22])[CH3:21])=[N:15]2)=[CH:10][CH:9]=1)[C:5](=[O:7])[CH3:6])[CH:2]=[CH2:3].Br[CH2:32]C(C)=C, predict the reaction product. The product is: [Cl:29][C:26]1[CH:25]=[CH:24][C:23]([N:13]2[C:12](=[O:30])[C:11]3[C:16](=[C:17]([CH:18]=[CH2:19])[C:8]([N:4]([CH2:1][C:2]([CH3:32])=[CH2:3])[C:5](=[O:7])[CH3:6])=[CH:9][CH:10]=3)[N:15]=[C:14]2[CH:20]([CH3:22])[CH3:21])=[CH:28][CH:27]=1. (9) Given the reactants O.[OH:2][C:3]1[CH:8]=[C:7]([OH:9])[CH:6]=[C:5]([OH:10])[C:4]=1[C:11](=[O:13])[CH3:12].C(=O)([O-])[O-].[K+].[K+].[CH2:20](Br)[C:21]1[CH:26]=[CH:25][CH:24]=[CH:23][CH:22]=1.O, predict the reaction product. The product is: [CH2:20]([O:2][C:3]1[CH:8]=[C:7]([O:9][CH2:11][C:4]2[CH:5]=[CH:6][CH:7]=[CH:8][CH:3]=2)[CH:6]=[C:5]([OH:10])[C:4]=1[C:11](=[O:13])[CH3:12])[C:21]1[CH:26]=[CH:25][CH:24]=[CH:23][CH:22]=1. (10) Given the reactants [H-].[Na+].[OH:3][C@H:4]1[C@H:9]([C:10]2[CH:15]=[CH:14][C:13]([CH2:16][O:17][CH2:18][CH2:19][O:20][CH3:21])=[CH:12][CH:11]=2)[C@@H:8]([O:22][CH2:23][C:24]2[CH:25]=[CH:26][C:27]3[O:32][CH2:31][CH2:30][N:29]([CH2:33][CH2:34][CH2:35][O:36][CH3:37])[C:28]=3[CH:38]=2)[CH2:7][N:6]([C:39]([O:41][CH2:42][C:43]2[CH:48]=[CH:47][CH:46]=[CH:45][CH:44]=2)=[O:40])[CH2:5]1.C1(C)C=CC(S(O[CH2:59][C@H:60]2[CH2:62][O:61]2)(=O)=O)=CC=1.C(=O)(O)[O-].[Na+], predict the reaction product. The product is: [CH3:21][O:20][CH2:19][CH2:18][O:17][CH2:16][C:13]1[CH:12]=[CH:11][C:10]([C@H:9]2[C@H:4]([O:3][CH2:59][C@H:60]3[CH2:62][O:61]3)[CH2:5][N:6]([C:39]([O:41][CH2:42][C:43]3[CH:44]=[CH:45][CH:46]=[CH:47][CH:48]=3)=[O:40])[CH2:7][C@@H:8]2[O:22][CH2:23][C:24]2[CH:25]=[CH:26][C:27]3[O:32][CH2:31][CH2:30][N:29]([CH2:33][CH2:34][CH2:35][O:36][CH3:37])[C:28]=3[CH:38]=2)=[CH:15][CH:14]=1.